This data is from Peptide-MHC class I binding affinity with 185,985 pairs from IEDB/IMGT. The task is: Regression. Given a peptide amino acid sequence and an MHC pseudo amino acid sequence, predict their binding affinity value. This is MHC class I binding data. (1) The peptide sequence is FTMAHRKPTY. The MHC is HLA-B35:01 with pseudo-sequence HLA-B35:01. The binding affinity (normalized) is 0.395. (2) The peptide sequence is YTDDYPMYK. The MHC is HLA-A24:03 with pseudo-sequence HLA-A24:03. The binding affinity (normalized) is 0.